The task is: Predict the reactants needed to synthesize the given product.. This data is from Full USPTO retrosynthesis dataset with 1.9M reactions from patents (1976-2016). (1) Given the product [F:1][C:2]1[CH:7]=[C:6]([C:8]2[CH:16]=[C:15]3[C:11]([C:12]([C:17]4[NH:18][C:19]5[CH2:24][CH2:23][N:22]([CH2:37][C:36]6[CH:39]=[CH:40][C:33]([OH:32])=[CH:34][CH:35]=6)[CH2:21][C:20]=5[N:25]=4)=[N:13][NH:14]3)=[CH:10][CH:9]=2)[C:5]([CH2:26][C:27]([F:28])([F:29])[F:30])=[CH:4][C:3]=1[OH:31], predict the reactants needed to synthesize it. The reactants are: [F:1][C:2]1[CH:7]=[C:6]([C:8]2[CH:16]=[C:15]3[C:11]([C:12]([C:17]4[NH:18][C:19]5[CH2:24][CH2:23][NH:22][CH2:21][C:20]=5[N:25]=4)=[N:13][NH:14]3)=[CH:10][CH:9]=2)[C:5]([CH2:26][C:27]([F:30])([F:29])[F:28])=[CH:4][C:3]=1[OH:31].[OH:32][C:33]1[CH:40]=[CH:39][C:36]([CH:37]=O)=[CH:35][CH:34]=1. (2) The reactants are: Br[CH2:2][CH2:3][O:4][C:5]1[CH:10]=[CH:9][C:8]([C:11]2[S:12][CH:13]=[C:14]([CH2:16][CH3:17])[N:15]=2)=[CH:7][C:6]=1[CH2:18][CH2:19][CH3:20].[CH2:21]([O:23][C:24](=[O:36])[CH2:25][C@H:26]1[C:34]2[C:29](=[CH:30][C:31]([OH:35])=[CH:32][CH:33]=2)[CH2:28][CH2:27]1)[CH3:22].O.C([O-])([O-])=O.[Cs+].[Cs+]. Given the product [CH2:21]([O:23][C:24](=[O:36])[CH2:25][C@H:26]1[C:34]2[C:29](=[CH:30][C:31]([O:35][CH2:2][CH2:3][O:4][C:5]3[CH:10]=[CH:9][C:8]([C:11]4[S:12][CH:13]=[C:14]([CH2:16][CH3:17])[N:15]=4)=[CH:7][C:6]=3[CH2:18][CH2:19][CH3:20])=[CH:32][CH:33]=2)[CH2:28][CH2:27]1)[CH3:22], predict the reactants needed to synthesize it. (3) Given the product [CH2:9]([O:8][C:6](=[O:7])[C:5]([CH2:26][CH2:27][CH2:28][CH2:29][C:30]([CH3:39])([CH3:40])[CH2:31][OH:32])([CH2:11][CH2:12][CH2:13][CH2:14][C:15]([CH3:24])([CH3:25])[CH2:16][OH:17])[C:4]([O:3][CH2:1][CH3:2])=[O:41])[CH3:10], predict the reactants needed to synthesize it. The reactants are: [CH2:1]([O:3][C:4](=[O:41])[C:5]([CH2:26][CH2:27][CH2:28][CH2:29][C:30]([CH3:40])([CH3:39])[CH2:31][O:32]C1CCCCO1)([CH2:11][CH2:12][CH2:13][CH2:14][C:15]([CH3:25])([CH3:24])[CH2:16][O:17]C1CCCCO1)[C:6]([O:8][CH2:9][CH3:10])=[O:7])[CH3:2].Cl.C(O)C. (4) Given the product [N:10]([CH2:7][CH2:8][CH2:9][CH2:4][CH2:5][CH2:6][N:13]([CH3:21])[CH3:14])=[C:11]=[S:12], predict the reactants needed to synthesize it. The reactants are: [N+]([C:4]1[CH:9]=[CH:8][C:7]([N:10]=[C:11]=[S:12])=[CH:6][CH:5]=1)([O-])=O.[NH:13]1[C:21]2C(=CC=CC=2)C(CN[C@@H](CCC2NC=C(C3C=CC=CC=3)N=2)C(OCC2C=CC=CC=2)=O)=[CH:14]1.C(N(CC)CC)C. (5) Given the product [CH:1]1([CH2:4][CH2:5][NH:6][C:7]([C:9]2[N:10]=[N:11][C:12]([N:15]3[CH2:20][CH2:19][N:18]([CH2:25][C:24]4[CH:27]=[CH:28][CH:29]=[CH:30][C:23]=4[C:22]([F:21])([F:31])[F:32])[CH2:17][CH2:16]3)=[CH:13][CH:14]=2)=[O:8])[CH2:3][CH2:2]1, predict the reactants needed to synthesize it. The reactants are: [CH:1]1([CH2:4][CH2:5][NH:6][C:7]([C:9]2[N:10]=[N:11][C:12]([N:15]3[CH2:20][CH2:19][NH:18][CH2:17][CH2:16]3)=[CH:13][CH:14]=2)=[O:8])[CH2:3][CH2:2]1.[F:21][C:22]([F:32])([F:31])[C:23]1[CH:30]=[CH:29][CH:28]=[CH:27][C:24]=1[CH2:25]Cl. (6) Given the product [S:33]1([C:44]2[C:39](=[CH:40][CH:41]=[CH:42][CH:43]=2)[C:37](=[O:38])[NH:36]1)(=[O:34])=[O:35].[S:33]1([C:44]2[C:39](=[CH:40][CH:41]=[CH:42][CH:43]=2)[C:37](=[O:38])[NH:36]1)(=[O:34])=[O:35].[NH2:1][C:2]1[N:7]=[C:6]([CH3:8])[C:5]([CH2:9][C:10]2[CH:11]=[CH:12][C:13]([CH2:16][C:17]([O:19][CH2:20][CH2:21][CH2:22][CH2:23][N:24]([CH3:25])[CH3:26])=[O:18])=[CH:14][CH:15]=2)=[C:4]([NH:27][CH2:28][CH2:29][CH2:30][CH2:31][CH3:32])[N:3]=1, predict the reactants needed to synthesize it. The reactants are: [NH2:1][C:2]1[N:7]=[C:6]([CH3:8])[C:5]([CH2:9][C:10]2[CH:15]=[CH:14][C:13]([CH2:16][C:17]([O:19][CH2:20][CH2:21][CH2:22][CH2:23][N:24]([CH3:26])[CH3:25])=[O:18])=[CH:12][CH:11]=2)=[C:4]([NH:27][CH2:28][CH2:29][CH2:30][CH2:31][CH3:32])[N:3]=1.[S:33]1([C:44]2[C:39](=[CH:40][CH:41]=[CH:42][CH:43]=2)[C:37](=[O:38])[NH:36]1)(=[O:35])=[O:34].